Dataset: Full USPTO retrosynthesis dataset with 1.9M reactions from patents (1976-2016). Task: Predict the reactants needed to synthesize the given product. (1) Given the product [F:18][C:11]1[CH:10]=[C:9]([CH:14]=[C:13]([O:15][CH3:16])[C:12]=1[CH3:17])[NH2:8], predict the reactants needed to synthesize it. The reactants are: C([NH:8][C:9]1[CH:14]=[C:13]([O:15][CH3:16])[C:12]([CH3:17])=[C:11]([F:18])[CH:10]=1)C1C=CC=CC=1.[H][H]. (2) Given the product [Cl:1][C:2]1[CH:3]=[CH:4][C:5]([C:8](=[C:13]2[CH2:14][CH2:15][N:16]([C:19]([O:21][C:22]([CH3:25])([CH3:24])[CH3:23])=[O:20])[CH2:17][CH2:18]2)[C:9]([O:11][CH3:12])=[O:10])=[CH:6][CH:7]=1, predict the reactants needed to synthesize it. The reactants are: [Cl:1][C:2]1[CH:7]=[CH:6][C:5]([CH:8]([C:13]2(O)[CH2:18][CH2:17][N:16]([C:19]([O:21][C:22]([CH3:25])([CH3:24])[CH3:23])=[O:20])[CH2:15][CH2:14]2)[C:9]([O:11][CH3:12])=[O:10])=[CH:4][CH:3]=1.S(Cl)(Cl)=O. (3) Given the product [Br:14][C:15]1[S:19][C:18]([C:20]2[O:2][N:3]=[C:4]([CH:6]3[CH:11]4[CH2:10][CH2:9][N:8]([CH2:13][CH2:12]4)[CH2:7]3)[N:5]=2)=[CH:17][CH:16]=1, predict the reactants needed to synthesize it. The reactants are: Cl.[OH:2][NH:3][C:4]([CH:6]1[CH:11]2[CH2:12][CH2:13][N:8]([CH2:9][CH2:10]2)[CH2:7]1)=[NH:5].[Br:14][C:15]1[S:19][C:18]([C:20](Cl)=O)=[CH:17][CH:16]=1.C(N(CC)CC)C.CN(C=O)C. (4) Given the product [Cl:12][C:10]1[CH:11]=[C:2]([NH:1][CH2:29][C:28]2[CH:27]=[C:26]3[CH2:31][CH2:32][CH2:33][N:25]3[N:24]=2)[CH:3]=[C:4]2[C:9]=1[N:8]=[CH:7][C:6]([C:13]#[N:14])=[C:5]2[NH:15][C:16]1[CH:21]=[CH:20][C:19]([F:22])=[C:18]([Cl:23])[CH:17]=1, predict the reactants needed to synthesize it. The reactants are: [NH2:1][C:2]1[CH:3]=[C:4]2[C:9](=[C:10]([Cl:12])[CH:11]=1)[N:8]=[CH:7][C:6]([C:13]#[N:14])=[C:5]2[NH:15][C:16]1[CH:21]=[CH:20][C:19]([F:22])=[C:18]([Cl:23])[CH:17]=1.[N:24]1[N:25]2[CH2:33][CH2:32][CH2:31][C:26]2=[CH:27][C:28]=1[CH:29]=O.[BH3-]C#N.[Na+]. (5) Given the product [CH3:19][C:17]1[C:5]2[N:6]=[C:7]([NH:10][C:11]3[CH:16]=[CH:15][CH:14]=[CH:13][CH:12]=3)[N:8]=[N:9][C:4]=2[CH:3]=[C:2]([C:22]2[C:23]([CH3:28])=[CH:24][C:25]([CH3:27])=[CH:26][C:21]=2[CH3:20])[CH:18]=1, predict the reactants needed to synthesize it. The reactants are: Br[C:2]1[CH:18]=[C:17]([CH3:19])[C:5]2[N:6]=[C:7]([NH:10][C:11]3[CH:16]=[CH:15][CH:14]=[CH:13][CH:12]=3)[N:8]=[N:9][C:4]=2[CH:3]=1.[CH3:20][C:21]1[CH:26]=[C:25]([CH3:27])[CH:24]=[C:23]([CH3:28])[C:22]=1B(O)O.C(=O)([O-])[O-].[K+].[K+].C1(P(C2C=CC=CC=2)C2C=CC=CC=2)C=CC=CC=1.